Dataset: Reaction yield outcomes from USPTO patents with 853,638 reactions. Task: Predict the reaction yield, written as a fraction of the theoretical maximum amount of product (1.0 means a 100% yield; for example, 0.34 means a 34% yield). (1) The reactants are C[O:2][C:3](=[O:25])[C:4]1[C:5](=[C:10]([NH:14][C:15]2[CH:20]=[CH:19][C:18]([O:21][CH3:22])=[CH:17][C:16]=2[O:23][CH3:24])[CH:11]=[CH:12][CH:13]=1)[C:6]([O:8]C)=[O:7].[OH-].[Na+]. The catalyst is C(O)C. The product is [CH3:24][O:23][C:16]1[CH:17]=[C:18]([O:21][CH3:22])[CH:19]=[CH:20][C:15]=1[NH:14][C:10]1[CH:11]=[CH:12][CH:13]=[C:4]([C:3]([OH:25])=[O:2])[C:5]=1[C:6]([OH:8])=[O:7]. The yield is 0.970. (2) The reactants are C1(C)C=CC(S(Cl)(=O)=O)=CC=1.C(N(CC)CC)C.[CH2:19]([O:26][C:27](=[O:56])[NH:28][C@H:29]([C:33]([N:35]1[CH2:40][CH2:39][CH:38]([O:41][C:42]2[CH:47]=[CH:46][C:45]([F:48])=[CH:44][C:43]=2[C:49]([NH:51][NH:52][C:53](=O)[CH3:54])=[O:50])[CH2:37][CH2:36]1)=[O:34])[CH:30]([CH3:32])[CH3:31])[C:20]1[CH:25]=[CH:24][CH:23]=[CH:22][CH:21]=1.Cl. The catalyst is C(Cl)Cl. The product is [CH2:19]([O:26][C:27](=[O:56])[NH:28][C@H:29]([C:33]([N:35]1[CH2:40][CH2:39][CH:38]([O:41][C:42]2[CH:47]=[CH:46][C:45]([F:48])=[CH:44][C:43]=2[C:49]2[O:50][C:53]([CH3:54])=[N:52][N:51]=2)[CH2:37][CH2:36]1)=[O:34])[CH:30]([CH3:32])[CH3:31])[C:20]1[CH:25]=[CH:24][CH:23]=[CH:22][CH:21]=1. The yield is 0.560. (3) The reactants are [F:1][CH:2]1[C:8](=[O:9])[CH2:7][CH2:6][N:5]([C:10]([O:12][C:13]([CH3:16])([CH3:15])[CH3:14])=[O:11])[CH2:4][CH2:3]1.[BH4-].[Na+]. The catalyst is CO. The product is [F:1][CH:2]1[CH:8]([OH:9])[CH2:7][CH2:6][N:5]([C:10]([O:12][C:13]([CH3:16])([CH3:15])[CH3:14])=[O:11])[CH2:4][CH2:3]1. The yield is 0.970. (4) The reactants are Cl[C:2]1[CH:7]=[C:6]([O:8][C:9]2[C:14]([F:15])=[CH:13][C:12]([NH:16][C:17]([C:19]3[C:20](=[O:35])[N:21]([C:28]4[CH:33]=[CH:32][C:31]([F:34])=[CH:30][CH:29]=4)[CH:22]=[CH:23][C:24]=3[O:25][CH2:26][CH3:27])=[O:18])=[C:11]([F:36])[CH:10]=2)[CH:5]=[CH:4][N:3]=1.[CH:37]1([C:40]([NH2:42])=[O:41])[CH2:39][CH2:38]1.C([O-])([O-])=O.[Cs+].[Cs+].CC1(C)C2C(=C(P(C3C=CC=CC=3)C3C=CC=CC=3)C=CC=2)OC2C(P(C3C=CC=CC=3)C3C=CC=CC=3)=CC=CC1=2. The catalyst is O1CCOCC1.C1C=CC(/C=C/C(/C=C/C2C=CC=CC=2)=O)=CC=1.C1C=CC(/C=C/C(/C=C/C2C=CC=CC=2)=O)=CC=1.C1C=CC(/C=C/C(/C=C/C2C=CC=CC=2)=O)=CC=1.[Pd].[Pd]. The product is [CH:37]1([C:40]([NH:42][C:2]2[CH:7]=[C:6]([O:8][C:9]3[C:14]([F:15])=[CH:13][C:12]([NH:16][C:17]([C:19]4[C:20](=[O:35])[N:21]([C:28]5[CH:33]=[CH:32][C:31]([F:34])=[CH:30][CH:29]=5)[CH:22]=[CH:23][C:24]=4[O:25][CH2:26][CH3:27])=[O:18])=[C:11]([F:36])[CH:10]=3)[CH:5]=[CH:4][N:3]=2)=[O:41])[CH2:39][CH2:38]1. The yield is 0.300. (5) The reactants are [CH3:1][O:2][C:3](=[O:32])[CH2:4][C:5]1[C:14]([CH3:15])=[C:13]([CH2:16][C:17]2[CH:22]=[CH:21][C:20]([O:23]CC3C=CC=CC=3)=[CH:19][CH:18]=2)[C:12]2[C:7](=[CH:8][CH:9]=[C:10]([F:31])[CH:11]=2)[CH:6]=1. The catalyst is C(O)C.[Pd]. The product is [CH3:1][O:2][C:3](=[O:32])[CH2:4][C:5]1[C:14]([CH3:15])=[C:13]([CH2:16][C:17]2[CH:18]=[CH:19][C:20]([OH:23])=[CH:21][CH:22]=2)[C:12]2[C:7](=[CH:8][CH:9]=[C:10]([F:31])[CH:11]=2)[CH:6]=1. The yield is 1.00. (6) The reactants are C([O:3][C:4]([C:6]1[C:15](=[O:16])[C:14]2[C:9](=[CH:10][CH:11]=[CH:12][C:13]=2[O:17][CH3:18])[NH:8][CH:7]=1)=[O:5])C. The catalyst is [OH-].[Na+]. The product is [CH3:18][O:17][C:13]1[CH:12]=[CH:11][CH:10]=[C:9]2[C:14]=1[C:15](=[O:16])[C:6]([C:4]([OH:5])=[O:3])=[CH:7][NH:8]2. The yield is 0.520. (7) The reactants are [F:1][C:2]1[CH:7]=[CH:6][C:5]([N:8]2[C:12]([CH2:13][OH:14])=[CH:11][N:10]=[CH:9]2)=[CH:4][CH:3]=1. The catalyst is [O-2].[O-2].[Mn+4].O1CCCC1. The product is [F:1][C:2]1[CH:3]=[CH:4][C:5]([N:8]2[C:12]([CH:13]=[O:14])=[CH:11][N:10]=[CH:9]2)=[CH:6][CH:7]=1. The yield is 0.890. (8) The reactants are [ClH:1].[O:2]=[C:3]1[NH:12][C:11]2[N:10]=[CH:9][C:8](/[CH:13]=[CH:14]/[C:15]([OH:17])=O)=[CH:7][C:6]=2[CH2:5][CH2:4]1.Cl.[CH3:19][N:20]1CC2C=C(/C=C/C(O)=O)C=NC=2NC(=O)C1.[CH3:37][O:38][C:39]1[C:40]([O:48][CH2:49][CH2:50][CH3:51])=[C:41]([CH:45]=[CH:46][CH:47]=1)[CH2:42]CN.CNCC1C=CC2C(=CC=CC=2)C=1CCC. No catalyst specified. The product is [ClH:1].[CH3:37][O:38][C:39]1[C:40]([O:48][CH2:49][CH2:50][CH3:51])=[C:41]([CH:45]=[CH:46][CH:47]=1)[CH2:42][N:20]([CH3:19])[C:15](=[O:17])/[CH:14]=[CH:13]/[C:8]1[CH:9]=[N:10][C:11]2[NH:12][C:3](=[O:2])[CH2:4][CH2:5][C:6]=2[CH:7]=1. The yield is 0.220. (9) The reactants are [Cl:1][C:2]1[CH:7]=[CH:6][C:5]([CH:8]([CH:10]([C:13]#[N:14])[C:11]#[N:12])[CH3:9])=[CH:4][CH:3]=1.[H-].[Na+].Br[CH2:18][CH2:19][F:20]. The catalyst is CN(C)C=O. The product is [Cl:1][C:2]1[CH:3]=[CH:4][C:5]([CH:8]([C:10]([CH2:18][CH2:19][F:20])([C:11]#[N:12])[C:13]#[N:14])[CH3:9])=[CH:6][CH:7]=1. The yield is 0.440.